Regression. Given a peptide amino acid sequence and an MHC pseudo amino acid sequence, predict their binding affinity value. This is MHC class I binding data. From a dataset of Peptide-MHC class I binding affinity with 185,985 pairs from IEDB/IMGT. (1) The peptide sequence is VALFSSCPVAY. The MHC is HLA-A29:02 with pseudo-sequence HLA-A29:02. The binding affinity (normalized) is 0.663. (2) The peptide sequence is RAIEAQQHL. The MHC is HLA-B15:01 with pseudo-sequence HLA-B15:01. The binding affinity (normalized) is 0.334. (3) The peptide sequence is GILISLINSL. The MHC is HLA-A02:01 with pseudo-sequence HLA-A02:01. The binding affinity (normalized) is 0.323. (4) The peptide sequence is YPWAIFHPH. The binding affinity (normalized) is 0.723. The MHC is HLA-B07:02 with pseudo-sequence HLA-B07:02. (5) The peptide sequence is MHPAQTSQW. The MHC is Mamu-A20102 with pseudo-sequence Mamu-A20102. The binding affinity (normalized) is 0.173. (6) The peptide sequence is WQGPSAAAY. The MHC is HLA-B27:05 with pseudo-sequence HLA-B27:05. The binding affinity (normalized) is 0.0963. (7) The peptide sequence is KSLYNTIATLY. The MHC is HLA-B08:02 with pseudo-sequence HLA-B08:02. The binding affinity (normalized) is 0.0847. (8) The peptide sequence is NYFIHFFTW. The MHC is HLA-A24:02 with pseudo-sequence HLA-A24:02. The binding affinity (normalized) is 0.794. (9) The peptide sequence is QSYEFLGLK. The MHC is HLA-A02:01 with pseudo-sequence HLA-A02:01. The binding affinity (normalized) is 0.0847. (10) The peptide sequence is AALEGLSGF. The MHC is HLA-A01:01 with pseudo-sequence HLA-A01:01. The binding affinity (normalized) is 0.213.